Dataset: Catalyst prediction with 721,799 reactions and 888 catalyst types from USPTO. Task: Predict which catalyst facilitates the given reaction. (1) Reactant: C(OC([C:6]1[CH:7]=[C:8]([C:12]2[CH:17]=[CH:16][C:15]([CH2:18][S:19][CH2:20][CH2:21][OH:22])=[CH:14][CH:13]=2)[CH:9]=[CH:10][CH:11]=1)=O)C.[CH2:23]([O:25][C:26](C1C=CC(C2C=CC(CBr)=CC=2)=CC=1)=[O:27])[CH3:24].C(=O)([O-])[O-].[K+].[K+].SCCO. Product: [CH2:23]([O:25][C:26]([C:11]1[CH:6]=[CH:7][C:8]([C:12]2[CH:13]=[CH:14][C:15]([CH2:18][S:19][CH2:20][CH2:21][OH:22])=[CH:16][CH:17]=2)=[CH:9][CH:10]=1)=[O:27])[CH3:24]. The catalyst class is: 3. (2) Reactant: FC(F)(F)S(O[C:7]1[C:12]([C:13]#[N:14])=[CH:11][C:10]([N+:15]([O-:17])=[O:16])=[C:9]([CH:18]2[CH2:20][CH2:19]2)[N:8]=1)(=O)=O.[CH:23]([C@@H:26]1[CH2:31][NH:30][CH2:29][CH2:28][NH:27]1)([CH3:25])[CH3:24]. Product: [CH:18]1([C:9]2[C:10]([N+:15]([O-:17])=[O:16])=[CH:11][C:12]([C:13]#[N:14])=[C:7]([N:30]3[CH2:29][CH2:28][NH:27][C@H:26]([CH:23]([CH3:25])[CH3:24])[CH2:31]3)[N:8]=2)[CH2:20][CH2:19]1. The catalyst class is: 23. (3) Product: [N:1]1([CH2:8][C:9](=[O:15])[CH2:10][C:11]([O:13][CH3:14])=[O:12])[CH2:6][CH2:5][O:4][CH2:3][CH2:2]1. The catalyst class is: 4. Reactant: [NH:1]1[CH2:6][CH2:5][O:4][CH2:3][CH2:2]1.Cl[CH2:8][C:9](=[O:15])[CH2:10][C:11]([O:13][CH3:14])=[O:12].O.Cl.